Task: Predict the product of the given reaction.. Dataset: Forward reaction prediction with 1.9M reactions from USPTO patents (1976-2016) (1) The product is: [Cl:9][C:10]1[C:11]([NH:23][C:24]([C:26]2[C:34]3[C:29](=[CH:30][CH:31]=[CH:32][CH:33]=3)[NH:28][N:27]=2)=[O:25])=[CH:12][C:13]([F:22])=[C:14]([CH2:16][C:17]([O:19][CH2:20][CH3:21])=[O:18])[CH:15]=1. Given the reactants C1(OC)C=CC=CC=1.[Cl:9][C:10]1[C:11]([NH:23][C:24]([C:26]2[C:34]3[C:29](=[CH:30][CH:31]=[CH:32][CH:33]=3)[N:28](CC3C=CC(OC)=CC=3)[N:27]=2)=[O:25])=[CH:12][C:13]([F:22])=[C:14]([CH2:16][C:17]([O:19][CH2:20][CH3:21])=[O:18])[CH:15]=1, predict the reaction product. (2) Given the reactants [CH:1]1([NH:5][C:6]2[N:14]=[CH:13][C:12]([F:15])=[CH:11][C:7]=2[C:8]([OH:10])=O)[CH2:4][CH2:3][CH2:2]1.[CH3:16][C:17]([NH2:21])([C:19]#[CH:20])[CH3:18].CCN=C=NCCCN(C)C.CCN(C(C)C)C(C)C.C1C=CC2N(O)N=NC=2C=1, predict the reaction product. The product is: [CH:1]1([NH:5][C:6]2[N:14]=[CH:13][C:12]([F:15])=[CH:11][C:7]=2[C:8]([NH:21][C:17]([CH3:18])([C:19]#[CH:20])[CH3:16])=[O:10])[CH2:2][CH2:3][CH2:4]1. (3) Given the reactants [NH2:1][CH2:2][C@@H:3]1[CH2:8][C@H:7]2[C@H:5]([CH2:6]2)[N:4]1[C:9]([C:11]1[N:12]=[C:13]([CH3:23])[S:14][C:15]=1[C:16]1[CH:21]=[CH:20][CH:19]=[C:18]([F:22])[CH:17]=1)=[O:10].[CH3:24][N:25]1[C:29]([C:30]([F:33])([F:32])[F:31])=[C:28]([C:34](O)=[O:35])[CH:27]=[N:26]1, predict the reaction product. The product is: [F:22][C:18]1[CH:17]=[C:16]([C:15]2[S:14][C:13]([CH3:23])=[N:12][C:11]=2[C:9]([N:4]2[C@H:3]([CH2:2][NH:1][C:34]([C:28]3[CH:27]=[N:26][N:25]([CH3:24])[C:29]=3[C:30]([F:33])([F:31])[F:32])=[O:35])[CH2:8][C@H:7]3[C@@H:5]2[CH2:6]3)=[O:10])[CH:21]=[CH:20][CH:19]=1. (4) Given the reactants [CH:1]([O:4][C:5]([N:7]1[CH2:12][CH2:11][N:10]([C:13]2[CH:18]=[CH:17][N:16]3[N:19]=[CH:20][C:21](Br)=[C:15]3[N:14]=2)[CH2:9][CH2:8]1)=[O:6])([CH3:3])[CH3:2].[F:23][C:24]1[C:25]([O:33][CH3:34])=[C:26](B(O)O)[CH:27]=[CH:28][CH:29]=1, predict the reaction product. The product is: [CH:1]([O:4][C:5]([N:7]1[CH2:12][CH2:11][N:10]([C:13]2[CH:18]=[CH:17][N:16]3[N:19]=[CH:20][C:21]([C:26]4[CH:27]=[CH:28][CH:29]=[C:24]([F:23])[C:25]=4[O:33][CH3:34])=[C:15]3[N:14]=2)[CH2:9][CH2:8]1)=[O:6])([CH3:3])[CH3:2]. (5) Given the reactants [C:1]([C:3]1[CH:4]=[C:5]([C:25]([F:28])([F:27])[F:26])[N:6]2[CH2:23][CH2:22][N:21]([CH3:24])[C:8]3([CH2:13][CH2:12][N:11](C(OC(C)(C)C)=O)[CH2:10][CH2:9]3)[C:7]=12)#[N:2].[ClH:29].O1CCOCC1, predict the reaction product. The product is: [ClH:29].[ClH:29].[CH3:24][N:21]1[CH2:22][CH2:23][N:6]2[C:5]([C:25]([F:28])([F:26])[F:27])=[CH:4][C:3]([C:1]#[N:2])=[C:7]2[C:8]21[CH2:13][CH2:12][NH:11][CH2:10][CH2:9]2. (6) Given the reactants [CH2:1]([NH:8][C:9]([NH:11][N:12]([CH2:14][C:15]([OH:17])=O)[CH3:13])=[O:10])[C:2]1[CH:7]=[CH:6][CH:5]=[CH:4][CH:3]=1.[NH2:18][C@H:19]([C:32]([N:34]([C@@H:46]([CH3:54])[CH:47]([O:51][CH2:52][CH3:53])[O:48][CH2:49][CH3:50])[CH2:35][C:36]1[CH:37]=[CH:38][CH:39]=[C:40]2[C:45]=1[N:44]=[CH:43][CH:42]=[CH:41]2)=[O:33])[CH2:20][CH2:21][CH2:22][CH2:23][NH:24][C:25](=[O:31])[O:26][C:27]([CH3:30])([CH3:29])[CH3:28], predict the reaction product. The product is: [CH2:1]([NH:8][C:9]([NH:11][N:12]([CH2:14][C:15]([NH:18][C@H:19]([C:32]([N:34]([C@@H:46]([CH3:54])[CH:47]([O:48][CH2:49][CH3:50])[O:51][CH2:52][CH3:53])[CH2:35][C:36]1[CH:37]=[CH:38][CH:39]=[C:40]2[C:45]=1[N:44]=[CH:43][CH:42]=[CH:41]2)=[O:33])[CH2:20][CH2:21][CH2:22][CH2:23][NH:24][C:25](=[O:31])[O:26][C:27]([CH3:30])([CH3:28])[CH3:29])=[O:17])[CH3:13])=[O:10])[C:2]1[CH:3]=[CH:4][CH:5]=[CH:6][CH:7]=1. (7) The product is: [Cl:2][CH2:3][CH2:4][C:5]1[C:10](=[O:11])[N:9]2[CH2:12][CH2:13][CH2:14][CH:15]([OH:16])[C:8]2=[N:7][C:6]=1[CH3:17]. Given the reactants Cl.[Cl:2][CH2:3][CH2:4][C:5]1[C:10](=[O:11])[N:9]2[CH:12]=[CH:13][CH:14]=[C:15]([OH:16])[C:8]2=[N:7][C:6]=1[CH3:17].CO.S1C=CC=C1.C([O-])(=O)C.[K+], predict the reaction product.